From a dataset of Catalyst prediction with 721,799 reactions and 888 catalyst types from USPTO. Predict which catalyst facilitates the given reaction. (1) Reactant: [C:1]1([C:7]2[N:8]=[C:9]([C:16]#[N:17])[C:10]3[NH:15][CH:14]=[CH:13][C:11]=3[N:12]=2)[CH:6]=[CH:5][CH:4]=[CH:3][CH:2]=1.[OH-:18].[K+]. Product: [C:1]1([C:7]2[N:8]=[C:9]([C:16]([NH2:17])=[O:18])[C:10]3[NH:15][CH:14]=[CH:13][C:11]=3[N:12]=2)[CH:2]=[CH:3][CH:4]=[CH:5][CH:6]=1. The catalyst class is: 107. (2) Reactant: [F:1][C:2]1[CH:3]=[C:4]([C:11]2[CH:12]=[N:13][N:14]([CH3:16])[CH:15]=2)[CH:5]=[C:6]2[C:10]=1[NH:9][CH2:8][CH2:7]2.Br[C:18]1[C:22]2[CH2:23][N:24]([C:27](=[O:29])[CH3:28])[CH2:25][CH2:26][C:21]=2[N:20]([CH3:30])[N:19]=1.COC(C)(C)C.C1(P(C2CCCCC2)C2C=CC=CC=2C2C(OC(C)C)=CC=CC=2OC(C)C)CCCCC1.C(O[Na])(C)(C)C. Product: [F:1][C:2]1[CH:3]=[C:4]([C:11]2[CH:12]=[N:13][N:14]([CH3:16])[CH:15]=2)[CH:5]=[C:6]2[C:10]=1[N:9]([C:18]1[C:22]3[CH2:23][N:24]([C:27](=[O:29])[CH3:28])[CH2:25][CH2:26][C:21]=3[N:20]([CH3:30])[N:19]=1)[CH2:8][CH2:7]2. The catalyst class is: 12. (3) Reactant: [N:1]1([C:7]([C:9]2([C:15]3[CH:30]=[CH:29][C:18]([O:19][CH2:20][CH2:21][CH2:22][N:23]4[CH2:28][CH2:27][O:26][CH2:25][CH2:24]4)=[CH:17][CH:16]=3)[CH2:14][CH2:13][O:12][CH2:11][CH2:10]2)=O)[CH2:6][CH2:5][O:4][CH2:3][CH2:2]1.[H-].[H-].[H-].[H-].[Li+].[Al+3].O.[OH-].[Na+]. Product: [NH3:1].[N:1]1([CH2:7][C:9]2([C:15]3[CH:30]=[CH:29][C:18]([O:19][CH2:20][CH2:21][CH2:22][N:23]4[CH2:28][CH2:27][O:26][CH2:25][CH2:24]4)=[CH:17][CH:16]=3)[CH2:14][CH2:13][O:12][CH2:11][CH2:10]2)[CH2:2][CH2:3][O:4][CH2:5][CH2:6]1. The catalyst class is: 1. (4) Product: [CH2:1]([C:4]1[C:5]([O:13][C:21](=[O:23])[CH3:22])=[CH:6][CH:7]=[C:8]2[C:12]=1[NH:11][N:10]=[CH:9]2)[CH:2]=[CH2:3]. Reactant: [CH2:1]([C:4]1[C:5]([OH:13])=[CH:6][CH:7]=[C:8]2[C:12]=1[NH:11][N:10]=[CH:9]2)[CH:2]=[CH2:3].C(N(CC)CC)C.[C:21](Cl)(=[O:23])[CH3:22]. The catalyst class is: 1. (5) Reactant: [F:1][C:2]([F:19])([F:18])[C:3]1[CH:4]=[C:5]([C:13]2[N:14]=[CH:15][NH:16][CH:17]=2)[CH:6]=[C:7]([C:9]([F:12])([F:11])[F:10])[CH:8]=1.[C:20]([O:24][CH:25]([CH3:27])[CH3:26])(=[O:23])[CH:21]=[CH2:22].C(OCC)(=O)C.CCCCCC.O. Product: [F:19][C:2]([F:1])([F:18])[C:3]1[CH:4]=[C:5]([C:13]2[N:14]=[CH:15][N:16](/[CH:22]=[CH:21]\[C:20]([O:24][CH:25]([CH3:27])[CH3:26])=[O:23])[CH:17]=2)[CH:6]=[C:7]([C:9]([F:10])([F:11])[F:12])[CH:8]=1. The catalyst class is: 4.